Dataset: Forward reaction prediction with 1.9M reactions from USPTO patents (1976-2016). Task: Predict the product of the given reaction. (1) Given the reactants [Cl:1][C:2]1[CH:10]=[CH:9][CH:8]=[C:7]2[C:3]=1[C:4]([C:11]([NH:13][CH2:14][CH:15]1[CH2:20][CH2:19][C:18]([F:22])([F:21])[CH2:17][CH2:16]1)=[O:12])=[CH:5][NH:6]2.[O:23]1[CH2:26][CH2:25][CH:24]1[CH2:27]O, predict the reaction product. The product is: [Cl:1][C:2]1[CH:10]=[CH:9][CH:8]=[C:7]2[C:3]=1[C:4]([C:11]([NH:13][CH2:14][CH:15]1[CH2:20][CH2:19][C:18]([F:21])([F:22])[CH2:17][CH2:16]1)=[O:12])=[CH:5][N:6]2[CH2:27][CH:24]1[CH2:25][CH2:26][O:23]1. (2) Given the reactants FC(F)(F)[C:3]([O-])=[O:4].[OH:8][C@H:9]1[CH2:14][NH:13][C@@H:12]([C:15]([O:17][CH2:18][C:19]2[CH:24]=[CH:23][C:22]([N+:25]([O-:27])=[O:26])=[CH:21][CH:20]=2)=[O:16])[CH2:11][CH2:10]1.C(C(O)=O)(F)(F)F.O=C(Cl)OC(Cl)(Cl)Cl, predict the reaction product. The product is: [O:4]=[C:3]1[N:13]2[CH2:14][C@H:9]([CH2:10][CH2:11][C@@H:12]2[C:15]([O:17][CH2:18][C:19]2[CH:24]=[CH:23][C:22]([N+:25]([O-:27])=[O:26])=[CH:21][CH:20]=2)=[O:16])[O:8]1.